Dataset: Reaction yield outcomes from USPTO patents with 853,638 reactions. Task: Predict the reaction yield, written as a fraction of the theoretical maximum amount of product (1.0 means a 100% yield; for example, 0.34 means a 34% yield). (1) The reactants are [H-].[Na+].[OH:3][C:4]1[CH:9]=[CH:8][CH:7]=[CH:6][C:5]=1[C:10](=[N:15][O:16][CH3:17])[C:11]([NH:13][CH3:14])=[O:12].[Cl:18][C:19]1[CH:33]=[CH:32][CH:31]=[CH:30][C:20]=1[O:21][C:22]1[C:27]([F:28])=[C:26](F)[N:25]=[CH:24][N:23]=1. The catalyst is CN(C)C=O. The product is [Cl:18][C:19]1[CH:33]=[CH:32][CH:31]=[CH:30][C:20]=1[O:21][C:22]1[N:23]=[CH:24][N:25]=[C:26]([O:3][C:4]2[CH:9]=[CH:8][CH:7]=[CH:6][C:5]=2[C:10](=[N:15][O:16][CH3:17])[C:11]([NH:13][CH3:14])=[O:12])[C:27]=1[F:28]. The yield is 0.483. (2) The reactants are [C:1]([O:5][C@@H:6]([C:11]1[C:12]([CH3:30])=[N:13][C:14]2[N:15]([N:20]=[C:21]([C:23]3[CH:28]=[CH:27][CH:26]=[C:25]([Cl:29])[CH:24]=3)[CH:22]=2)[C:16]=1[CH:17]([CH3:19])[CH3:18])[C:7]([O:9]C)=[O:8])([CH3:4])([CH3:3])[CH3:2].[OH-].[Na+].Cl. The yield is 0.940. The catalyst is CO. The product is [C:1]([O:5][C@@H:6]([C:11]1[C:12]([CH3:30])=[N:13][C:14]2[N:15]([N:20]=[C:21]([C:23]3[CH:28]=[CH:27][CH:26]=[C:25]([Cl:29])[CH:24]=3)[CH:22]=2)[C:16]=1[CH:17]([CH3:19])[CH3:18])[C:7]([OH:9])=[O:8])([CH3:2])([CH3:3])[CH3:4]. (3) The reactants are [S:1]1[CH:5]=[CH:4][CH:3]=[C:2]1[C:6](=[NH:29])[NH:7][C:8]1[CH:9]=[C:10]2[C:14](=[CH:15][CH:16]=1)[N:13]([CH:17]1[CH2:21][CH2:20][N:19](C(OC(C)(C)C)=O)[CH2:18]1)[CH2:12][CH2:11]2.Cl. The catalyst is CO. The product is [NH:19]1[CH2:20][CH2:21][CH:17]([N:13]2[C:14]3[C:10](=[CH:9][C:8]([NH:7][C:6]([C:2]4[S:1][CH:5]=[CH:4][CH:3]=4)=[NH:29])=[CH:16][CH:15]=3)[CH2:11][CH2:12]2)[CH2:18]1. The yield is 0.920. (4) The reactants are C(OC([NH:8][C:9]1[CH:17]=[CH:16][C:15]([C:18]([F:21])([F:20])[F:19])=[CH:14][C:10]=1[C:11]([OH:13])=[O:12])=O)(C)(C)C.OS(O)(=O)=O.[CH2:27](O)[CH3:28]. No catalyst specified. The product is [NH2:8][C:9]1[CH:17]=[CH:16][C:15]([C:18]([F:19])([F:20])[F:21])=[CH:14][C:10]=1[C:11]([O:13][CH2:27][CH3:28])=[O:12]. The yield is 0.410. (5) The reactants are [NH2:1][C:2]1[CH:3]=[N:4][N:5]([CH3:22])[C:6]=1[NH:7][CH2:8][CH:9]1[CH2:14][CH2:13][N:12](C(OC(C)(C)C)=O)[CH2:11][CH2:10]1.C(OC([NH:30][C:31]1[S:35][C:34]([C:36]2[C:41]([F:42])=[CH:40][CH:39]=[CH:38][C:37]=2[F:43])=[N:33][C:32]=1[C:44](O)=[O:45])=O)(C)(C)C.CN(C(ON1N=NC2C=CC=NC1=2)=[N+](C)C)C.F[P-](F)(F)(F)(F)F. No catalyst specified. The product is [NH2:30][C:31]1[S:35][C:34]([C:36]2[C:41]([F:42])=[CH:40][CH:39]=[CH:38][C:37]=2[F:43])=[N:33][C:32]=1[C:44]([NH:1][C:2]1[CH:3]=[N:4][N:5]([CH3:22])[C:6]=1[NH:7][CH2:8][CH:9]1[CH2:10][CH2:11][NH:12][CH2:13][CH2:14]1)=[O:45]. The yield is 0.0740. (6) The reactants are [F:1][C:2]1[CH:9]=[CH:8][C:5]([CH:6]=O)=[CH:4][CH:3]=1.Cl.[NH2:11][OH:12].[OH-].[Na+]. The catalyst is O. The product is [F:1][C:2]1[CH:9]=[CH:8][C:5](/[CH:6]=[N:11]\[OH:12])=[CH:4][CH:3]=1. The yield is 0.950. (7) The reactants are [O:1]=[C:2]1[C:10]2([C:22]3[C:13](=[CH:14][C:15]4[O:20][CH2:19][CH2:18][O:17][C:16]=4[CH:21]=3)O[CH2:11]2)[C:9]2[C:4](=[CH:5][CH:6]=[CH:7][CH:8]=2)[N:3]1[CH2:23][C:24]1[CH:25]=[C:26]([CH:29]=[CH:30][CH:31]=1)[C:27]#[N:28].[NH2:32][OH:33].[OH2:34]. The catalyst is CS(C)=O. The product is [OH:33][N:32]=[C:27]([C:26]1[CH:29]=[CH:30][CH:31]=[C:24]([CH2:23][N:3]2[C:4]3[C:9](=[CH:8][CH:7]=[CH:6][CH:5]=3)[C:10]3([C:22]4[C:13](=[CH:14][C:15]5[O:20][CH2:19][CH2:18][O:17][C:16]=5[CH:21]=4)[O:34][CH2:11]3)[C:2]2=[O:1])[CH:25]=1)[NH2:28]. The yield is 0.930.